From a dataset of Peptide-MHC class I binding affinity with 185,985 pairs from IEDB/IMGT. Regression. Given a peptide amino acid sequence and an MHC pseudo amino acid sequence, predict their binding affinity value. This is MHC class I binding data. The peptide sequence is RVFNGDDVK. The MHC is HLA-B58:01 with pseudo-sequence HLA-B58:01. The binding affinity (normalized) is 0.0847.